From a dataset of NCI-60 drug combinations with 297,098 pairs across 59 cell lines. Regression. Given two drug SMILES strings and cell line genomic features, predict the synergy score measuring deviation from expected non-interaction effect. (1) Synergy scores: CSS=41.9, Synergy_ZIP=0.0179, Synergy_Bliss=-1.42, Synergy_Loewe=-45.8, Synergy_HSA=-5.27. Cell line: CAKI-1. Drug 2: C1CNP(=O)(OC1)N(CCCl)CCCl. Drug 1: COC1=C(C=C2C(=C1)N=CN=C2NC3=CC(=C(C=C3)F)Cl)OCCCN4CCOCC4. (2) Drug 1: C1C(C(OC1N2C=NC(=NC2=O)N)CO)O. Drug 2: CC1C(C(CC(O1)OC2CC(CC3=C2C(=C4C(=C3O)C(=O)C5=CC=CC=C5C4=O)O)(C(=O)C)O)N)O. Cell line: T-47D. Synergy scores: CSS=32.4, Synergy_ZIP=1.76, Synergy_Bliss=0.702, Synergy_Loewe=-30.0, Synergy_HSA=1.72. (3) Drug 1: CN1C(=O)N2C=NC(=C2N=N1)C(=O)N. Drug 2: CCC1(CC2CC(C3=C(CCN(C2)C1)C4=CC=CC=C4N3)(C5=C(C=C6C(=C5)C78CCN9C7C(C=CC9)(C(C(C8N6C)(C(=O)OC)O)OC(=O)C)CC)OC)C(=O)OC)O.OS(=O)(=O)O. Cell line: NCI/ADR-RES. Synergy scores: CSS=-3.46, Synergy_ZIP=7.20, Synergy_Bliss=12.0, Synergy_Loewe=6.76, Synergy_HSA=2.91. (4) Drug 1: CCCCCOC(=O)NC1=NC(=O)N(C=C1F)C2C(C(C(O2)C)O)O. Drug 2: CCN(CC)CCCC(C)NC1=C2C=C(C=CC2=NC3=C1C=CC(=C3)Cl)OC. Cell line: T-47D. Synergy scores: CSS=16.0, Synergy_ZIP=-3.37, Synergy_Bliss=2.59, Synergy_Loewe=5.19, Synergy_HSA=5.19. (5) Drug 1: CS(=O)(=O)OCCCCOS(=O)(=O)C. Drug 2: COCCOC1=C(C=C2C(=C1)C(=NC=N2)NC3=CC=CC(=C3)C#C)OCCOC.Cl. Cell line: BT-549. Synergy scores: CSS=5.49, Synergy_ZIP=-2.58, Synergy_Bliss=0.777, Synergy_Loewe=-3.99, Synergy_HSA=-2.64. (6) Drug 1: C1=CC(=CC=C1C#N)C(C2=CC=C(C=C2)C#N)N3C=NC=N3. Drug 2: CC1CCC2CC(C(=CC=CC=CC(CC(C(=O)C(C(C(=CC(C(=O)CC(OC(=O)C3CCCCN3C(=O)C(=O)C1(O2)O)C(C)CC4CCC(C(C4)OC)OCCO)C)C)O)OC)C)C)C)OC. Cell line: ACHN. Synergy scores: CSS=-3.89, Synergy_ZIP=1.77, Synergy_Bliss=0.601, Synergy_Loewe=-5.22, Synergy_HSA=-4.77.